This data is from Peptide-MHC class I binding affinity with 185,985 pairs from IEDB/IMGT. The task is: Regression. Given a peptide amino acid sequence and an MHC pseudo amino acid sequence, predict their binding affinity value. This is MHC class I binding data. (1) The peptide sequence is DLAARNVLV. The MHC is HLA-A02:01 with pseudo-sequence HLA-A02:01. The binding affinity (normalized) is 0. (2) The peptide sequence is RQFPTAFET. The MHC is Mamu-B52 with pseudo-sequence Mamu-B52. The binding affinity (normalized) is 0.134. (3) The MHC is HLA-B15:01 with pseudo-sequence HLA-B15:01. The binding affinity (normalized) is 0.0847. The peptide sequence is VMWAGPWSS. (4) The peptide sequence is DEVEFLGHY. The MHC is HLA-A68:02 with pseudo-sequence HLA-A68:02. The binding affinity (normalized) is 0.120. (5) The peptide sequence is YTSGPGTRYP. The MHC is Mamu-A02 with pseudo-sequence Mamu-A02. The binding affinity (normalized) is 0.257. (6) The peptide sequence is FPIPTEVVA. The MHC is HLA-A02:03 with pseudo-sequence HLA-A02:03. The binding affinity (normalized) is 0.0847. (7) The peptide sequence is AKATGRYNL. The MHC is HLA-A11:01 with pseudo-sequence HLA-A11:01. The binding affinity (normalized) is 0.0847. (8) The peptide sequence is RAFGRDWRY. The MHC is HLA-A02:11 with pseudo-sequence HLA-A02:11. The binding affinity (normalized) is 0.0847.